Predict the reactants needed to synthesize the given product. From a dataset of Full USPTO retrosynthesis dataset with 1.9M reactions from patents (1976-2016). Given the product [CH2:18]([O:25][C@@H:26]1[C@@H:32]([O:33][CH2:34][C:35]2[CH:36]=[CH:37][CH:38]=[CH:39][CH:40]=2)[C@H:31]([O:41][CH2:42][C:43]2[CH:48]=[CH:47][CH:46]=[CH:45][CH:44]=2)[C@@H:30]([CH2:49][O:50][CH2:51][C:52]2[CH:53]=[CH:54][CH:55]=[CH:56][CH:57]=2)[S:29][C:27]1([C:58]1[CH:63]=[CH:62][C:61]([Cl:64])=[C:60]([CH:65]([C:8]2[CH:13]=[CH:12][C:11]([O:14][CH2:15][CH3:16])=[CH:10][C:9]=2[CH3:17])[OH:66])[CH:59]=1)[OH:28])[C:19]1[CH:20]=[CH:21][CH:22]=[CH:23][CH:24]=1, predict the reactants needed to synthesize it. The reactants are: CCCCCC.Br[C:8]1[CH:13]=[CH:12][C:11]([O:14][CH2:15][CH3:16])=[CH:10][C:9]=1[CH3:17].[CH2:18]([O:25][C@@H:26]1[C@@H:32]([O:33][CH2:34][C:35]2[CH:40]=[CH:39][CH:38]=[CH:37][CH:36]=2)[C@H:31]([O:41][CH2:42][C:43]2[CH:48]=[CH:47][CH:46]=[CH:45][CH:44]=2)[C@@H:30]([CH2:49][O:50][CH2:51][C:52]2[CH:57]=[CH:56][CH:55]=[CH:54][CH:53]=2)[S:29][C:27]1([C:58]1[CH:63]=[CH:62][C:61]([Cl:64])=[C:60]([CH:65]=[O:66])[CH:59]=1)[OH:28])[C:19]1[CH:24]=[CH:23][CH:22]=[CH:21][CH:20]=1.[Cl-].[NH4+].